This data is from NCI-60 drug combinations with 297,098 pairs across 59 cell lines. The task is: Regression. Given two drug SMILES strings and cell line genomic features, predict the synergy score measuring deviation from expected non-interaction effect. (1) Drug 1: C1=CC(=CC=C1CC(C(=O)O)N)N(CCCl)CCCl.Cl. Drug 2: CC1CCC2CC(C(=CC=CC=CC(CC(C(=O)C(C(C(=CC(C(=O)CC(OC(=O)C3CCCCN3C(=O)C(=O)C1(O2)O)C(C)CC4CCC(C(C4)OC)OCCO)C)C)O)OC)C)C)C)OC. Cell line: HCC-2998. Synergy scores: CSS=16.3, Synergy_ZIP=-2.45, Synergy_Bliss=3.50, Synergy_Loewe=-2.60, Synergy_HSA=1.81. (2) Drug 1: CN(C)C(=N)N=C(N)N. Drug 2: B(C(CC(C)C)NC(=O)C(CC1=CC=CC=C1)NC(=O)C2=NC=CN=C2)(O)O. Cell line: SW-620. Synergy scores: CSS=48.3, Synergy_ZIP=0.864, Synergy_Bliss=-0.793, Synergy_Loewe=-53.3, Synergy_HSA=-1.10.